Dataset: Reaction yield outcomes from USPTO patents with 853,638 reactions. Task: Predict the reaction yield, written as a fraction of the theoretical maximum amount of product (1.0 means a 100% yield; for example, 0.34 means a 34% yield). (1) The reactants are [CH:1]1([C:7]([N:9]2[CH2:14][CH2:13][CH:12]([NH:15][C:16]3[CH:17]=[C:18]4[C:22](=[CH:23][CH:24]=3)[NH:21][N:20]=[CH:19]4)[CH2:11][CH2:10]2)=O)[CH2:6][CH2:5][CH2:4][CH2:3][CH2:2]1.[H-].[Al+3].[Li+].[H-].[H-].[H-].O.[OH-].[Na+]. The catalyst is O1CCCC1. The product is [CH:1]1([CH2:7][N:9]2[CH2:14][CH2:13][CH:12]([NH:15][C:16]3[CH:17]=[C:18]4[C:22](=[CH:23][CH:24]=3)[NH:21][N:20]=[CH:19]4)[CH2:11][CH2:10]2)[CH2:2][CH2:3][CH2:4][CH2:5][CH2:6]1. The yield is 0.730. (2) The reactants are F[C:2]1[C:7](F)=[C:6](I)C=C[C:3]=1[C:10]1C=[CH:14][C:13](C2C=CC(CCC)=CC=2)=[CH:12][C:11]=1F.OCC(C)(CO)C.CC(C)=O. The catalyst is CC(O)C.CC([O-])=O.CC([O-])=O.[Pd+2]. The product is [CH3:6][CH2:7][CH2:2][CH2:3][CH2:10][CH2:11][CH2:12][CH2:13][CH3:14]. The yield is 0.600. (3) The reactants are C(O[BH-](O[C:11](=[O:13])[CH3:12])OC(=O)C)(=O)C.[Na+].[O:15]1[C:19]2[CH:20]=[CH:21][C:22]([C:24]3[N:28]=[C:27]([CH:29]4[CH2:34][CH2:33][N:32](S(CC5C=CC=CC=5)(=O)=O)[CH2:31][CH2:30]4)[NH:26][C:25]=3[C:45]3[CH:50]=[CH:49][CH:48]=[CH:47][N:46]=3)=[CH:23][C:18]=2[O:17][CH2:16]1.O1C=C[CH:53]=[C:52]1[CH:56]=O. The catalyst is ClCCl. The product is [O:15]1[C:19]2[CH:20]=[CH:21][C:22]([C:24]3[N:28]=[C:27]([CH:29]4[CH2:34][CH2:33][N:32]([C:31]5[O:13][CH:11]=[CH:12][CH:30]=5)[CH:52]([CH3:56])[CH2:53]4)[NH:26][C:25]=3[C:45]3[CH:50]=[CH:49][CH:48]=[CH:47][N:46]=3)=[CH:23][C:18]=2[O:17][CH2:16]1. The yield is 0.230. (4) The reactants are [NH2:1][C@H:2]1[CH2:7][CH2:6][CH2:5][C@H:4]([N:8]([CH3:16])[C:9](=[O:15])[O:10][C:11]([CH3:14])([CH3:13])[CH3:12])[C@H:3]1[OH:17].[Br:18][C:19]1[C:20](Cl)=[N:21][C:22]([Cl:25])=[N:23][CH:24]=1.CCN(C(C)C)C(C)C. The product is [Br:18][C:19]1[C:20]([NH:1][C@H:2]2[CH2:7][CH2:6][CH2:5][C@H:4]([N:8]([CH3:16])[C:9](=[O:15])[O:10][C:11]([CH3:13])([CH3:14])[CH3:12])[C@H:3]2[OH:17])=[N:21][C:22]([Cl:25])=[N:23][CH:24]=1. The catalyst is C1COCC1. The yield is 0.560. (5) The reactants are [CH3:1][O:2][C:3]([C:5]1[CH:10]=[C:9]([NH2:11])[N:8]=[C:7]([C:12]2[CH:17]=[CH:16][C:15]([Cl:18])=[C:14]([O:19][CH3:20])[C:13]=2[F:21])[N:6]=1)=[O:4].[Br:22]N1C(=O)CCC1=O. The catalyst is C(Cl)(Cl)Cl. The product is [CH3:1][O:2][C:3]([C:5]1[C:10]([Br:22])=[C:9]([NH2:11])[N:8]=[C:7]([C:12]2[CH:17]=[CH:16][C:15]([Cl:18])=[C:14]([O:19][CH3:20])[C:13]=2[F:21])[N:6]=1)=[O:4]. The yield is 0.770. (6) The reactants are [CH2:1]([O:8][C:9]1[C:10]([C:16]([F:19])([F:18])[F:17])=[N:11][CH:12]=[C:13](Br)[CH:14]=1)[C:2]1[CH:7]=[CH:6][CH:5]=[CH:4][CH:3]=1.CC1(C)C(C)(C)[O:24][B:23](B2OC(C)(C)C(C)(C)O2)[O:22]1.C([O-])(=O)C.[K+].Cl. The catalyst is O1CCOCC1.C1C=CC(P(C2C=CC=CC=2)[C-]2C=CC=C2)=CC=1.C1C=CC(P(C2C=CC=CC=2)[C-]2C=CC=C2)=CC=1.Cl[Pd]Cl.[Fe+2]. The product is [CH2:1]([O:8][C:9]1[CH:14]=[C:13]([B:23]([OH:24])[OH:22])[CH:12]=[N:11][C:10]=1[C:16]([F:19])([F:18])[F:17])[C:2]1[CH:7]=[CH:6][CH:5]=[CH:4][CH:3]=1. The yield is 0.860.